This data is from Catalyst prediction with 721,799 reactions and 888 catalyst types from USPTO. The task is: Predict which catalyst facilitates the given reaction. Reactant: Br[C:2]1[CH:3]=[CH:4][C:5]([O:10][C:11]2[CH:16]=[CH:15][C:14]([Cl:17])=[C:13]([Cl:18])[CH:12]=2)=[C:6]([CH:9]=1)[CH:7]=[O:8].[CH3:19][N:20](C=O)C. The catalyst class is: 267. Product: [C:19]([C:2]1[CH:3]=[CH:4][C:5]([O:10][C:11]2[CH:16]=[CH:15][C:14]([Cl:17])=[C:13]([Cl:18])[CH:12]=2)=[C:6]([CH:9]=1)[CH:7]=[O:8])#[N:20].